Dataset: Peptide-MHC class II binding affinity with 134,281 pairs from IEDB. Task: Regression. Given a peptide amino acid sequence and an MHC pseudo amino acid sequence, predict their binding affinity value. This is MHC class II binding data. (1) The peptide sequence is EAQLNINQEWNKALGLPKYT. The MHC is DRB1_1501 with pseudo-sequence DRB1_1501. The binding affinity (normalized) is 1.00. (2) The peptide sequence is FFIQSFTMSTALKRL. The MHC is DRB1_0401 with pseudo-sequence DRB1_0401. The binding affinity (normalized) is 0.644. (3) The binding affinity (normalized) is 0.394. The MHC is H-2-IAb with pseudo-sequence H-2-IAb. The peptide sequence is GFPVRPQVPLRPMTYKGAFDL.